From a dataset of Full USPTO retrosynthesis dataset with 1.9M reactions from patents (1976-2016). Predict the reactants needed to synthesize the given product. (1) Given the product [CH3:27][O:2][C:1]([C:4]1[CH:5]=[C:6]([CH:24]=[CH:25][CH:26]=1)[O:7][C:8]1[C:13]([O:14][CH2:15][CH2:16][CH2:17][C:18]2[CH:19]=[CH:20][N:21]=[CH:22][CH:23]=2)=[CH:12][CH:11]=[CH:10][N:9]=1)=[O:3], predict the reactants needed to synthesize it. The reactants are: [C:1]([C:4]1[CH:5]=[C:6]([CH:24]=[CH:25][CH:26]=1)[O:7][C:8]1[C:13]([O:14][CH2:15][CH2:16][CH2:17][C:18]2[CH:23]=[CH:22][N:21]=[CH:20][CH:19]=2)=[CH:12][CH:11]=[CH:10][N:9]=1)([OH:3])=[O:2].[CH2:27](N=C=NCCCN(C)C)C.Cl.CO.C(OCC)(=O)C. (2) Given the product [NH2:3][C:4]1[C:5]([CH:14]([C:15]2[CH:20]=[CH:19][C:18]([F:21])=[CH:17][CH:16]=2)[NH:22][CH2:23][CH2:24][N:25]([CH3:27])[CH3:26])=[CH:6][CH:7]=[C:8]2[C:13]=1[N:12]=[CH:11][CH:10]=[CH:9]2, predict the reactants needed to synthesize it. The reactants are: [BH4-].[Na+].[NH2:3][C:4]1[C:5](/[C:14](=[N:22]/[CH2:23][CH2:24][N:25]([CH3:27])[CH3:26])/[C:15]2[CH:20]=[CH:19][C:18]([F:21])=[CH:17][CH:16]=2)=[CH:6][CH:7]=[C:8]2[C:13]=1[N:12]=[CH:11][CH:10]=[CH:9]2. (3) Given the product [Cl:1][C:2]1[CH:3]=[CH:4][C:5]([C:25]#[N:26])=[C:6]([C:8]2[C:13]([O:14][CH3:15])=[CH:12][N:11]([CH:16]([CH2:20][CH2:21][O:22][CH3:23])[C:17]([NH:27][C:28]3[CH:29]=[C:30]4[C:34](=[CH:35][CH:36]=3)[NH:33][N:32]=[CH:31]4)=[O:19])[C:10](=[O:24])[CH:9]=2)[CH:7]=1, predict the reactants needed to synthesize it. The reactants are: [Cl:1][C:2]1[CH:3]=[CH:4][C:5]([C:25]#[N:26])=[C:6]([C:8]2[C:13]([O:14][CH3:15])=[CH:12][N:11]([CH:16]([CH2:20][CH2:21][O:22][CH3:23])[C:17]([OH:19])=O)[C:10](=[O:24])[CH:9]=2)[CH:7]=1.[NH2:27][C:28]1[CH:29]=[C:30]2[C:34](=[CH:35][CH:36]=1)[NH:33][N:32]=[CH:31]2. (4) The reactants are: [N+:1]([C:4]1[C:9]2[O:10][CH2:11][CH2:12][O:13][C:8]=2[CH:7]=[C:6]([CH:14]=O)[CH:5]=1)([O-:3])=[O:2].[C:16]1([C:22](=O)[CH2:23][C:24]2[CH:29]=[CH:28][CH:27]=[CH:26][CH:25]=2)[CH:21]=[CH:20][CH:19]=[CH:18][CH:17]=1.[NH2:31][C:32]([NH2:34])=[O:33].Cl. Given the product [N+:1]([C:4]1[C:9]2[O:10][CH2:11][CH2:12][O:13][C:8]=2[CH:7]=[C:6]([CH:14]2[C:23]([C:24]3[CH:29]=[CH:28][CH:27]=[CH:26][CH:25]=3)=[C:22]([C:16]3[CH:21]=[CH:20][CH:19]=[CH:18][CH:17]=3)[NH:34][C:32](=[O:33])[NH:31]2)[CH:5]=1)([O-:3])=[O:2], predict the reactants needed to synthesize it. (5) Given the product [CH3:21][C:19]1([CH3:22])[CH2:18][CH:17]=[CH:16][C:15]2[C:10]([CH2:9][OH:8])=[CH:11][CH:12]=[CH:13][C:14]=2[CH2:20]1, predict the reactants needed to synthesize it. The reactants are: C([Si]([O:8][CH2:9][C:10]1[C:15]2[CH:16]=[CH:17][CH2:18][C:19]([CH3:22])([CH3:21])[CH2:20][C:14]=2[CH:13]=[CH:12][CH:11]=1)(C)C)(C)(C)C.[F-].C([N+](CCCC)(CCCC)CCCC)CCC.O. (6) Given the product [CH3:7][S:8]([O:6][CH2:5][C:2]1([CH3:1])[CH2:4][CH2:3]1)(=[O:10])=[O:9], predict the reactants needed to synthesize it. The reactants are: [CH3:1][C:2]1([CH2:5][OH:6])[CH2:4][CH2:3]1.[CH3:7][S:8](Cl)(=[O:10])=[O:9]. (7) The reactants are: [CH2:1]([Sn:5]([CH2:21][CH2:22][CH2:23][CH3:24])([CH2:17][CH2:18][CH2:19][CH3:20])[C:6]1[S:7][C:8]([CH:12]2OCC[O:13]2)=[C:9]([CH3:11])[CH:10]=1)[CH2:2][CH2:3][CH3:4].Cl. Given the product [CH3:11][C:9]1[CH:10]=[C:6]([Sn:5]([CH2:17][CH2:18][CH2:19][CH3:20])([CH2:21][CH2:22][CH2:23][CH3:24])[CH2:1][CH2:2][CH2:3][CH3:4])[S:7][C:8]=1[CH:12]=[O:13], predict the reactants needed to synthesize it. (8) Given the product [Br:16][C:11]1[CH:10]=[CH:9][N:8]=[C:7]([C:4]2[CH:5]=[CH:6][N:1]=[CH:2][CH:3]=2)[N:12]=1, predict the reactants needed to synthesize it. The reactants are: [N:1]1[CH:6]=[CH:5][C:4]([C:7]2[N:12]=[C:11](O)[CH:10]=[CH:9][N:8]=2)=[CH:3][CH:2]=1.P(Br)(Br)([Br:16])=O.O.C(Cl)Cl. (9) The reactants are: [Br:1][C:2]1[N:6]=[C:5]([Br:7])[NH:4][N:3]=1.[I-].[K+].[CH3:10][O:11][C:12]1[CH:19]=[CH:18][C:15]([CH2:16]Cl)=[CH:14][CH:13]=1.C(N(CC)C(C)C)(C)C. Given the product [Br:1][C:2]1[N:6]=[C:5]([Br:7])[N:4]([CH2:16][C:15]2[CH:18]=[CH:19][C:12]([O:11][CH3:10])=[CH:13][CH:14]=2)[N:3]=1, predict the reactants needed to synthesize it. (10) The reactants are: [CH3:1][C@@H:2]1[CH2:6][S:5](=[O:8])(=[O:7])[NH:4][CH2:3]1.[CH:9]1([C:12]2[C:13]([N:21]3[CH2:26][CH2:25][N:24]([C:27]([C:29]4[CH:34]=[CH:33][C:32](I)=[CH:31][C:30]=4[F:36])=[O:28])[CH2:23][CH2:22]3)=[N:14][CH:15]=[C:16]([CH:18]3[CH2:20][CH2:19]3)[CH:17]=2)[CH2:11][CH2:10]1. Given the product [CH:9]1([C:12]2[C:13]([N:21]3[CH2:22][CH2:23][N:24]([C:27]([C:29]4[CH:34]=[CH:33][C:32]([N:4]5[CH2:3][C@H:2]([CH3:1])[CH2:6][S:5]5(=[O:8])=[O:7])=[CH:31][C:30]=4[F:36])=[O:28])[CH2:25][CH2:26]3)=[N:14][CH:15]=[C:16]([CH:18]3[CH2:20][CH2:19]3)[CH:17]=2)[CH2:10][CH2:11]1, predict the reactants needed to synthesize it.